From a dataset of Reaction yield outcomes from USPTO patents with 853,638 reactions. Predict the reaction yield, written as a fraction of the theoretical maximum amount of product (1.0 means a 100% yield; for example, 0.34 means a 34% yield). (1) The reactants are [CH2:1]([O:3][C:4](=[O:22])[C:5]1[CH:10]=[C:9]([N+:11]([O-])=O)[CH:8]=[C:7]([N+]([O-])=O)[C:6]=1[CH:17]=[CH:18][N:19](C)C)[CH3:2].Cl[Sn]Cl. The catalyst is C(O)C. The product is [CH2:1]([O:3][C:4]([C:5]1[C:6]2[CH:17]=[CH:18][NH:19][C:7]=2[CH:8]=[C:9]([NH2:11])[CH:10]=1)=[O:22])[CH3:2]. The yield is 0.400. (2) The reactants are [Cl:1][C:2]1[N:7]=[C:6](Cl)[CH:5]=[CH:4][N:3]=1.C(N(CC)CC)C.[C:16]([C:18]1[CH:19]=[CH:20][C:21]([F:31])=[C:22]([NH:24][C:25](=[O:30])[C:26]([F:29])([F:28])[F:27])[CH:23]=1)#[CH:17]. The catalyst is C1COCC1.Cl[Pd](Cl)([P](C1C=CC=CC=1)(C1C=CC=CC=1)C1C=CC=CC=1)[P](C1C=CC=CC=1)(C1C=CC=CC=1)C1C=CC=CC=1.[Cu]I. The product is [Cl:1][C:2]1[N:7]=[C:6]([C:17]#[C:16][C:18]2[CH:19]=[CH:20][C:21]([F:31])=[C:22]([NH:24][C:25](=[O:30])[C:26]([F:27])([F:28])[F:29])[CH:23]=2)[CH:5]=[CH:4][N:3]=1. The yield is 0.490. (3) The reactants are [CH:1]([N:4]([CH3:8])[CH2:5][CH2:6][OH:7])([CH3:3])[CH3:2].F[C:10]1[CH:19]=[C:18]2[C:13]([C:14](=[O:20])[NH:15][CH:16]=[N:17]2)=[CH:12][CH:11]=1. No catalyst specified. The product is [CH:1]([N:4]([CH3:8])[CH2:5][CH2:6][O:7][C:10]1[CH:19]=[C:18]2[C:13]([C:14](=[O:20])[NH:15][CH:16]=[N:17]2)=[CH:12][CH:11]=1)([CH3:3])[CH3:2]. The yield is 0.780. (4) The reactants are [N+:1]([C:4]1[CH:12]=[CH:11][CH:10]=[C:9]2[C:5]=1[CH2:6][O:7][C:8]2=[O:13])([O-])=O. The catalyst is C(OCC)(=O)C.[Pd]. The product is [NH2:1][C:4]1[CH:12]=[CH:11][CH:10]=[C:9]2[C:5]=1[CH2:6][O:7][C:8]2=[O:13]. The yield is 0.960. (5) The reactants are [C:1](=[O:22])(OC1C=CC([N+]([O-])=O)=CC=1)[O:2][CH2:3][C:4]1[CH:9]=[C:8]([CH3:10])[N:7]=[C:6]([CH3:11])[CH:5]=1.[C:23]([NH2:27])([CH3:26])([CH3:25])[CH3:24].CCN(C(C)C)C(C)C.[ClH:37].CCOCC. The catalyst is CN(C1C=CN=CC=1)C.CN(C=O)C. The product is [ClH:37].[C:23]([NH:27][C:1](=[O:22])[O:2][CH2:3][C:4]1[CH:5]=[C:6]([CH3:11])[N:7]=[C:8]([CH3:10])[CH:9]=1)([CH3:26])([CH3:25])[CH3:24]. The yield is 0.540. (6) The product is [CH3:36][N:37]([CH3:38])[CH2:7][CH2:8][CH2:9][S:10]([N:13]1[CH2:18][CH2:17][CH:16]([C:19]2[C:27]3[C:22](=[C:23]([C:33]([NH2:35])=[O:34])[CH:24]=[C:25]([C:28]4[CH:32]=[CH:31][S:30][CH:29]=4)[CH:26]=3)[NH:21][CH:20]=2)[CH2:15][CH2:14]1)(=[O:12])=[O:11]. No catalyst specified. The reactants are NS(N)(=O)=O.Cl[CH2:7][CH2:8][CH2:9][S:10]([N:13]1[CH2:18][CH2:17][CH:16]([C:19]2[C:27]3[C:22](=[C:23]([C:33]([NH2:35])=[O:34])[CH:24]=[C:25]([C:28]4[CH:32]=[CH:31][S:30][CH:29]=4)[CH:26]=3)[NH:21][CH:20]=2)[CH2:15][CH2:14]1)(=[O:12])=[O:11].[CH3:36][NH:37][CH3:38].C1COCC1.C([O-])([O-])=O.[K+].[K+].[Na+].[I-]. The yield is 0.300. (7) The reactants are [CH2:1]([N:8]1[C:12]2[CH:13]=[C:14]([C:17]([O:19]CC)=[O:18])[CH:15]=[CH:16][C:11]=2[N:10]=[CH:9]1)[C:2]1[CH:7]=[CH:6][CH:5]=[CH:4][CH:3]=1.[OH-].[Na+]. The product is [CH2:1]([N:8]1[C:12]2[CH:13]=[C:14]([C:17]([OH:19])=[O:18])[CH:15]=[CH:16][C:11]=2[N:10]=[CH:9]1)[C:2]1[CH:3]=[CH:4][CH:5]=[CH:6][CH:7]=1. The catalyst is C(O)C. The yield is 0.930. (8) The reactants are Br[C:2]1[CH:3]=[C:4]([N+:10]([O-:12])=[O:11])[C:5]([C:8]#[N:9])=[N:6][CH:7]=1.[Br-].[CH3:14][C:15]1[C:16]([Zn+])=[N:17][CH:18]=[CH:19][CH:20]=1. The catalyst is C1COCC1.C1C=CC([P]([Pd]([P](C2C=CC=CC=2)(C2C=CC=CC=2)C2C=CC=CC=2)([P](C2C=CC=CC=2)(C2C=CC=CC=2)C2C=CC=CC=2)[P](C2C=CC=CC=2)(C2C=CC=CC=2)C2C=CC=CC=2)(C2C=CC=CC=2)C2C=CC=CC=2)=CC=1. The product is [CH3:14][C:15]1[C:16]([C:2]2[CH:3]=[C:4]([N+:10]([O-:12])=[O:11])[C:5]([C:8]#[N:9])=[N:6][CH:7]=2)=[N:17][CH:18]=[CH:19][CH:20]=1. The yield is 0.880.